From a dataset of Forward reaction prediction with 1.9M reactions from USPTO patents (1976-2016). Predict the product of the given reaction. (1) Given the reactants [CH3:1][S:2]([CH2:5][C:6]([O:8][CH3:9])=[O:7])(=[O:4])=[O:3].[H-].[Na+].Cl[C:13]1[CH:18]=[C:17](Cl)[N:16]=[C:15]([S:20][CH3:21])[N:14]=1.[NH:22]1[CH2:27][CH2:26][O:25][CH2:24][CH2:23]1, predict the reaction product. The product is: [CH3:1][S:2]([CH:5]([C:13]1[CH:18]=[C:17]([N:22]2[CH2:27][CH2:26][O:25][CH2:24][CH2:23]2)[N:16]=[C:15]([S:20][CH3:21])[N:14]=1)[C:6]([O:8][CH3:9])=[O:7])(=[O:4])=[O:3]. (2) Given the reactants S(O[CH2:6][CH2:7][C@@H:8]([NH:10][C:11]([O:13][C:14]([CH3:17])([CH3:16])[CH3:15])=[O:12])[CH3:9])(=O)(=O)C.[NH:18]1[CH2:23][CH2:22][O:21][CH2:20][CH2:19]1, predict the reaction product. The product is: [C:14]([O:13][C:11]([NH:10][C@@H:8]([CH3:9])[CH2:7][CH2:6][N:18]1[CH2:23][CH2:22][O:21][CH2:20][CH2:19]1)=[O:12])([CH3:17])([CH3:16])[CH3:15].